From a dataset of Peptide-MHC class I binding affinity with 185,985 pairs from IEDB/IMGT. Regression. Given a peptide amino acid sequence and an MHC pseudo amino acid sequence, predict their binding affinity value. This is MHC class I binding data. (1) The peptide sequence is CALVSDCAST. The MHC is HLA-A02:02 with pseudo-sequence HLA-A02:02. The binding affinity (normalized) is 0.190. (2) The peptide sequence is QPQPFPSQQPY. The MHC is HLA-B51:01 with pseudo-sequence HLA-B51:01. The binding affinity (normalized) is 0.0496. (3) The peptide sequence is LITEQFLCY. The MHC is HLA-B57:01 with pseudo-sequence HLA-B57:01. The binding affinity (normalized) is 0.0847.